This data is from TCR-epitope binding with 47,182 pairs between 192 epitopes and 23,139 TCRs. The task is: Binary Classification. Given a T-cell receptor sequence (or CDR3 region) and an epitope sequence, predict whether binding occurs between them. (1) The epitope is SFHSLHLLF. Result: 1 (the TCR binds to the epitope). The TCR CDR3 sequence is CASSPDRAQTQYF. (2) The epitope is RPPIFIRRL. The TCR CDR3 sequence is CASSLIPGNQPQHF. Result: 0 (the TCR does not bind to the epitope). (3) The epitope is IVDTVSALV. The TCR CDR3 sequence is CASSQGDRGNIQYF. Result: 0 (the TCR does not bind to the epitope). (4) The epitope is YSEHPTFTSQY. The TCR CDR3 sequence is CASSYLAGEGYEQYF. Result: 0 (the TCR does not bind to the epitope). (5) The epitope is YFPLQSYGF. The TCR CDR3 sequence is CASSEGHPGVGQYF. Result: 0 (the TCR does not bind to the epitope). (6) The epitope is NLVPMVATV. The TCR CDR3 sequence is CASRQGKEKLFF. Result: 0 (the TCR does not bind to the epitope). (7) The epitope is GLNKIVRMY. The TCR CDR3 sequence is CATSDLEDYGYTF. Result: 0 (the TCR does not bind to the epitope). (8) The epitope is YLNTLTLAV. The TCR CDR3 sequence is CASSLGNEQFF. Result: 1 (the TCR binds to the epitope). (9) The epitope is KAYNVTQAF. The TCR CDR3 sequence is CASSRGRGEVIEQYF. Result: 1 (the TCR binds to the epitope). (10) The epitope is KAFSPEVIPMF. The TCR CDR3 sequence is CASSKDLSSYEQYF. Result: 0 (the TCR does not bind to the epitope).